Dataset: NCI-60 drug combinations with 297,098 pairs across 59 cell lines. Task: Regression. Given two drug SMILES strings and cell line genomic features, predict the synergy score measuring deviation from expected non-interaction effect. (1) Drug 1: C1=CN(C=N1)CC(O)(P(=O)(O)O)P(=O)(O)O. Drug 2: CC1=C(C(=O)C2=C(C1=O)N3CC4C(C3(C2COC(=O)N)OC)N4)N. Cell line: RXF 393. Synergy scores: CSS=2.25, Synergy_ZIP=-0.277, Synergy_Bliss=-0.201, Synergy_Loewe=-3.05, Synergy_HSA=-1.66. (2) Synergy scores: CSS=-6.30, Synergy_ZIP=2.31, Synergy_Bliss=-1.21, Synergy_Loewe=-7.64, Synergy_HSA=-7.50. Cell line: CCRF-CEM. Drug 1: CCC1(CC2CC(C3=C(CCN(C2)C1)C4=CC=CC=C4N3)(C5=C(C=C6C(=C5)C78CCN9C7C(C=CC9)(C(C(C8N6C)(C(=O)OC)O)OC(=O)C)CC)OC)C(=O)OC)O.OS(=O)(=O)O. Drug 2: CC1=C(C=C(C=C1)C(=O)NC2=CC(=CC(=C2)C(F)(F)F)N3C=C(N=C3)C)NC4=NC=CC(=N4)C5=CN=CC=C5.